Dataset: Reaction yield outcomes from USPTO patents with 853,638 reactions. Task: Predict the reaction yield, written as a fraction of the theoretical maximum amount of product (1.0 means a 100% yield; for example, 0.34 means a 34% yield). The reactants are [F:1][C:2]1[N:7]=[C:6]([NH2:8])[CH:5]=[CH:4][CH:3]=1.[Br:9]N1C(=O)CCC1=O.C(Cl)Cl.[OH-].[Na+]. The catalyst is C(Cl)(Cl)Cl. The product is [Br:9][C:3]1[CH:4]=[CH:5][C:6]([NH2:8])=[N:7][C:2]=1[F:1]. The yield is 0.220.